From a dataset of Full USPTO retrosynthesis dataset with 1.9M reactions from patents (1976-2016). Predict the reactants needed to synthesize the given product. (1) The reactants are: [S:1]1[CH:5]=[CH:4][CH:3]=[C:2]1[CH2:6][NH:7][C:8]([C:10]1[NH:11][C:12]2[C:17]([CH:18]=1)=[CH:16][C:15]([C:19]1[CH:24]=[CH:23][CH:22]=[CH:21][CH:20]=1)=[CH:14][C:13]=2[Cl:25])=[O:9].[Cl:26]N1C(=O)CCC1=O. Given the product [S:1]1[CH:5]=[CH:4][CH:3]=[C:2]1[CH2:6][NH:7][C:8]([C:10]1[NH:11][C:12]2[C:17]([C:18]=1[Cl:26])=[CH:16][C:15]([C:19]1[CH:24]=[CH:23][CH:22]=[CH:21][CH:20]=1)=[CH:14][C:13]=2[Cl:25])=[O:9], predict the reactants needed to synthesize it. (2) Given the product [CH3:3][S:4][C:5]1[CH:6]=[CH:7][C:8]([N:11]([CH:31]2[CH2:36][CH2:35][N:34]([CH2:38][C:39]3[CH:44]=[CH:43][N:42]=[C:41]([C:45]4[CH:50]=[CH:49][CH:48]=[C:47]([O:51][CH3:52])[CH:46]=4)[CH:40]=3)[CH2:33][CH2:32]2)[CH2:12][C:13]2[CH:14]=[C:15]([C:19]3[CH:24]=[C:23]([O:25][CH3:26])[C:22]([O:27][CH3:28])=[C:21]([O:29][CH3:30])[CH:20]=3)[CH:16]=[N:17][CH:18]=2)=[CH:9][CH:10]=1, predict the reactants needed to synthesize it. The reactants are: Cl.Cl.[CH3:3][S:4][C:5]1[CH:10]=[CH:9][C:8]([N:11]([CH:31]2[CH2:36][CH2:35][NH:34][CH2:33][CH2:32]2)[CH2:12][C:13]2[CH:14]=[C:15]([C:19]3[CH:24]=[C:23]([O:25][CH3:26])[C:22]([O:27][CH3:28])=[C:21]([O:29][CH3:30])[CH:20]=3)[CH:16]=[N:17][CH:18]=2)=[CH:7][CH:6]=1.Cl[CH2:38][C:39]1[CH:44]=[CH:43][N:42]=[C:41]([C:45]2[CH:50]=[CH:49][CH:48]=[C:47]([O:51][CH3:52])[CH:46]=2)[CH:40]=1.